This data is from Full USPTO retrosynthesis dataset with 1.9M reactions from patents (1976-2016). The task is: Predict the reactants needed to synthesize the given product. The reactants are: [CH2:1]([NH:8][C:9]1[CH:10]=[CH:11][C:12]([F:21])=[C:13]([CH:20]=1)[C:14]([NH:16][CH:17]([CH3:19])[CH3:18])=[O:15])[C:2]1[CH:7]=[CH:6][CH:5]=[CH:4][CH:3]=1.C(N(C(C)C)CC)(C)C.[O:31]=[C:32]1[NH:37][C:36]2[CH:38]=[C:39]([S:42](Cl)(=[O:44])=[O:43])[CH:40]=[CH:41][C:35]=2[O:34][CH2:33]1.O. Given the product [CH2:1]([N:8]([S:42]([C:39]1[CH:40]=[CH:41][C:35]2[O:34][CH2:33][C:32](=[O:31])[NH:37][C:36]=2[CH:38]=1)(=[O:44])=[O:43])[C:9]1[CH:10]=[CH:11][C:12]([F:21])=[C:13]([CH:20]=1)[C:14]([NH:16][CH:17]([CH3:18])[CH3:19])=[O:15])[C:2]1[CH:3]=[CH:4][CH:5]=[CH:6][CH:7]=1, predict the reactants needed to synthesize it.